From a dataset of Catalyst prediction with 721,799 reactions and 888 catalyst types from USPTO. Predict which catalyst facilitates the given reaction. (1) Reactant: [C:1]([O:4][C:5]1[CH:13]=[CH:12][C:11]([NH2:14])=[CH:10][C:6]=1[C:7]([OH:9])=[O:8])(=[O:3])[CH3:2].[F:15][C:16]1[C:23]([F:24])=[C:22]([C:25]([F:28])([F:27])[F:26])[C:21]([F:29])=[C:20]([F:30])[C:17]=1[CH2:18]Br. Product: [C:1]([O:4][C:5]1[CH:13]=[CH:12][C:11]([NH:14][CH2:18][C:17]2[C:20]([F:30])=[C:21]([F:29])[C:22]([C:25]([F:26])([F:28])[F:27])=[C:23]([F:24])[C:16]=2[F:15])=[CH:10][C:6]=1[C:7]([OH:9])=[O:8])(=[O:3])[CH3:2]. The catalyst class is: 639. (2) Reactant: [CH3:1][NH:2][CH2:3][CH:4]1[CH2:6][C:5]1([C:11]1[CH:16]=[CH:15][CH:14]=[CH:13][CH:12]=1)[C:7]([O:9][CH3:10])=[O:8].[C:17]([OH:24])(=[O:23])/[CH:18]=[CH:19]/[C:20]([OH:22])=[O:21]. Product: [C:17]([OH:24])(=[O:23])/[CH:18]=[CH:19]/[C:20]([OH:22])=[O:21].[CH3:1][NH:2][CH2:3][CH:4]1[CH2:6][C:5]1([C:11]1[CH:12]=[CH:13][CH:14]=[CH:15][CH:16]=1)[C:7]([O:9][CH3:10])=[O:8]. The catalyst class is: 32. (3) Reactant: [C:1]([C:3]1[C:4]([C:8]([OH:10])=O)=[CH:5][NH:6][CH:7]=1)#[N:2].Cl.CN.O[N:15]1[C:19]2C=CC=CC=2N=N1.Cl. The catalyst class is: 571. Product: [CH3:19][NH:15][C:8]([C:4]1[C:3]([C:1]#[N:2])=[CH:7][NH:6][CH:5]=1)=[O:10]. (4) Reactant: [C:1]([NH2:5])([CH3:4])([CH3:3])[CH3:2].[CH3:6][N:7]1[C:11]([C:12](=[O:23])[NH:13][C:14]2[CH:19]=[C:18]([F:20])[C:17]([F:21])=[C:16]([F:22])[CH:15]=2)=[CH:10][C:9]([S:24](Cl)(=[O:26])=[O:25])=[CH:8]1.O. Product: [C:1]([NH:5][S:24]([C:9]1[CH:10]=[C:11]([C:12]([NH:13][C:14]2[CH:19]=[C:18]([F:20])[C:17]([F:21])=[C:16]([F:22])[CH:15]=2)=[O:23])[N:7]([CH3:6])[CH:8]=1)(=[O:26])=[O:25])([CH3:4])([CH3:3])[CH3:2]. The catalyst class is: 10. (5) Reactant: [CH2:1]([C:8]1[N:13]=[C:12]([CH3:14])[C:11]([CH:15]([CH2:20][CH2:21][CH3:22])[C:16]([O:18]C)=[O:17])=[C:10]([C:23]2[CH:28]=[CH:27][CH:26]=[CH:25][CH:24]=2)[N:9]=1)[C:2]1[CH:7]=[CH:6][CH:5]=[CH:4][CH:3]=1.[OH-].[Na+]. Product: [CH2:1]([C:8]1[N:13]=[C:12]([CH3:14])[C:11]([CH:15]([CH2:20][CH2:21][CH3:22])[C:16]([OH:18])=[O:17])=[C:10]([C:23]2[CH:24]=[CH:25][CH:26]=[CH:27][CH:28]=2)[N:9]=1)[C:2]1[CH:3]=[CH:4][CH:5]=[CH:6][CH:7]=1. The catalyst class is: 199. (6) Reactant: [F:1][C:2]1[CH:3]=[C:4]2[C:14]3[C:9](=[CH:10][N:11]=[C:12]([O:15][CH3:16])[CH:13]=3)[NH:8][C:5]2=[N:6][CH:7]=1.[H-].[Na+].[C:19]1([CH3:29])[CH:24]=[CH:23][C:22]([S:25](Cl)(=[O:27])=[O:26])=[CH:21][CH:20]=1.C(=O)([O-])O.[Na+]. Product: [F:1][C:2]1[CH:3]=[C:4]2[C:14]3[C:9](=[CH:10][N:11]=[C:12]([O:15][CH3:16])[CH:13]=3)[N:8]([S:25]([C:22]3[CH:23]=[CH:24][C:19]([CH3:29])=[CH:20][CH:21]=3)(=[O:27])=[O:26])[C:5]2=[N:6][CH:7]=1. The catalyst class is: 9. (7) Reactant: [CH:1]1[C:9]2[C:8]3[CH:10]=[CH:11][CH:12]=[CH:13][C:7]=3[O:6][C:5]=2[CH:4]=[CH:3][CH:2]=1.C([Li:18])CCC.CCCCCC. Product: [CH:1]1[C:9]2[C:8]3[CH:10]=[CH:11][CH:12]=[CH:13][C:7]=3[O:6][C:5]=2[C:4]([Li:18])=[CH:3][CH:2]=1. The catalyst class is: 28. (8) Reactant: [OH:1][C:2]([CH3:41])([CH3:40])[CH2:3][O:4][C@H:5]1[CH2:10][CH2:9][C@H:8]([N:11]2[C:16](=[O:17])[C:15]([CH2:18][C:19]3[CH:24]=[CH:23][C:22]([C:25]4[C:26]([C:31]#[N:32])=[CH:27][CH:28]=[CH:29][CH:30]=4)=[CH:21][CH:20]=3)=[C:14]([CH2:33][CH2:34][CH3:35])[N:13]3[N:36]=[C:37]([CH3:39])[N:38]=[C:12]23)[CH2:7][CH2:6]1.[C:42](OC(=O)C)(=[O:44])[CH3:43].N1C=CC=CC=1. Product: [C:42]([O:1][C:2]([CH3:40])([CH3:41])[CH2:3][O:4][C@H:5]1[CH2:10][CH2:9][C@H:8]([N:11]2[C:16](=[O:17])[C:15]([CH2:18][C:19]3[CH:24]=[CH:23][C:22]([C:25]4[CH:30]=[CH:29][CH:28]=[CH:27][C:26]=4[C:31]#[N:32])=[CH:21][CH:20]=3)=[C:14]([CH2:33][CH2:34][CH3:35])[N:13]3[N:36]=[C:37]([CH3:39])[N:38]=[C:12]23)[CH2:7][CH2:6]1)(=[O:44])[CH3:43]. The catalyst class is: 13. (9) Reactant: [Cl:1][C:2]1[CH:22]=[C:21]([O:23][CH2:24][CH:25]=[C:26]([Cl:28])[Cl:27])[CH:20]=[C:19]([Cl:29])[C:3]=1[O:4][CH2:5][CH2:6][CH2:7][O:8][C:9]1[CH:18]=[CH:17][C:12]([C:13]([NH:15][OH:16])=[NH:14])=[CH:11][CH:10]=1.[C:30](Cl)(=O)[CH3:31].N1C=CC=CC=1. Product: [Cl:1][C:2]1[CH:22]=[C:21]([O:23][CH2:24][CH:25]=[C:26]([Cl:28])[Cl:27])[CH:20]=[C:19]([Cl:29])[C:3]=1[O:4][CH2:5][CH2:6][CH2:7][O:8][C:9]1[CH:10]=[CH:11][C:12]([C:13]2[N:14]=[C:30]([CH3:31])[O:16][N:15]=2)=[CH:17][CH:18]=1. The catalyst class is: 11.